This data is from Full USPTO retrosynthesis dataset with 1.9M reactions from patents (1976-2016). The task is: Predict the reactants needed to synthesize the given product. (1) Given the product [CH3:6][O:5][C:3]([C:2]1[O:7][C:8]2[CH:15]=[C:14]([O:16][CH3:17])[CH:13]=[CH:12][C:9]=2[CH:10]=1)=[O:4], predict the reactants needed to synthesize it. The reactants are: Br[CH2:2][C:3]([O:5][CH3:6])=[O:4].[OH:7][C:8]1[CH:15]=[C:14]([O:16][CH3:17])[CH:13]=[CH:12][C:9]=1[CH:10]=O.C([O-])([O-])=O.[Cs+].[Cs+]. (2) Given the product [NH2:1][C:2]1[CH:7]=[CH:6][C:5]([S:8]([N:11]=[C:12]([N:15]2[N:19]=[CH:18][C:17]3([CH2:23][CH2:22][CH2:21][CH2:20]3)[CH2:16]2)[NH:27][CH2:25][CH3:26])(=[O:10])=[O:9])=[CH:4][C:3]=1[F:24], predict the reactants needed to synthesize it. The reactants are: [NH2:1][C:2]1[CH:7]=[CH:6][C:5]([S:8]([N:11]=[C:12]([N:15]2[N:19]=[CH:18][C:17]3([CH2:23][CH2:22][CH2:21][CH2:20]3)[CH2:16]2)SC)(=[O:10])=[O:9])=[CH:4][C:3]=1[F:24].[CH2:25]([NH2:27])[CH3:26].O. (3) Given the product [Br:27][C:28]1[CH:33]=[CH:32][C:31]([O:1][C@H:2]2[CH2:6][CH2:5][O:4][C:3]2=[O:7])=[C:30]([F:35])[CH:29]=1, predict the reactants needed to synthesize it. The reactants are: [OH:1][C@@H:2]1[CH2:6][CH2:5][O:4][C:3]1=[O:7].C1(P(C2C=CC=CC=2)C2C=CC=CC=2)C=CC=CC=1.[Br:27][C:28]1[CH:33]=[CH:32][C:31](O)=[C:30]([F:35])[CH:29]=1.N(C(OC(C)(C)C)=O)=NC(OC(C)(C)C)=O. (4) Given the product [C:1]([O:5][C:6](=[O:7])[N:8]([CH3:18])[C:9]1[CH:10]=[CH:11][C:12]([C:13](=[O:15])[NH:53][C:45]2[CH:44]=[N:43][C:52]3[C:47]([CH:46]=2)=[CH:48][CH:49]=[CH:50][CH:51]=3)=[CH:16][CH:17]=1)([CH3:2])([CH3:3])[CH3:4], predict the reactants needed to synthesize it. The reactants are: [C:1]([O:5][C:6]([N:8]([CH3:18])[C:9]1[CH:17]=[CH:16][C:12]([C:13]([OH:15])=O)=[CH:11][CH:10]=1)=[O:7])([CH3:4])([CH3:3])[CH3:2].F[P-](F)(F)(F)(F)F.N1(OC(N(C)C)=[N+](C)C)C2C=CC=CC=2N=N1.[N:43]1[C:52]2[C:47](=[CH:48][CH:49]=[CH:50][CH:51]=2)[CH:46]=[C:45]([NH2:53])[CH:44]=1.